From a dataset of Catalyst prediction with 721,799 reactions and 888 catalyst types from USPTO. Predict which catalyst facilitates the given reaction. (1) Reactant: Cl(O)(=O)(=O)=O.[CH3:6][O:7][C:8]1[CH:13]=[CH:12][C:11]([C:14]2[CH:19]=[CH:18][C:17]([CH2:20][CH2:21][C@@H:22]3[O:31][C@H:25]4[O:26]C(C)(C)[O:28][C@H:24]4[C@H:23]3[CH2:32][CH2:33][N:34]3[C:39](=[O:40])[C:38]4[CH:41]=[CH:42][CH:43]=[CH:44][C:37]=4[N:36]=[N:35]3)=[CH:16][CH:15]=2)=[CH:10][CH:9]=1. Product: [OH:28][C@@H:24]1[C@H:25]([OH:26])[O:31][C@@H:22]([CH2:21][CH2:20][C:17]2[CH:18]=[CH:19][C:14]([C:11]3[CH:10]=[CH:9][C:8]([O:7][CH3:6])=[CH:13][CH:12]=3)=[CH:15][CH:16]=2)[C@@H:23]1[CH2:32][CH2:33][N:34]1[C:39](=[O:40])[C:38]2[CH:41]=[CH:42][CH:43]=[CH:44][C:37]=2[N:36]=[N:35]1. The catalyst class is: 647. (2) Reactant: [CH2:1]([C:8]1[CH:9]=[C:10]([CH2:28][CH:29]([O:35][CH2:36][CH3:37])[C:30]([O:32]CC)=[O:31])[CH:11]=[CH:12][C:13]=1[O:14][CH2:15][CH2:16][C:17]1[CH:22]=[CH:21][C:20]([O:23][S:24]([CH3:27])(=[O:26])=[O:25])=[CH:19][CH:18]=1)[C:2]1[CH:7]=[CH:6][CH:5]=[CH:4][CH:3]=1.[OH-].[Li+]. Product: [CH2:1]([C:8]1[CH:9]=[C:10]([CH2:28][CH:29]([O:35][CH2:36][CH3:37])[C:30]([OH:32])=[O:31])[CH:11]=[CH:12][C:13]=1[O:14][CH2:15][CH2:16][C:17]1[CH:22]=[CH:21][C:20]([O:23][S:24]([CH3:27])(=[O:26])=[O:25])=[CH:19][CH:18]=1)[C:2]1[CH:3]=[CH:4][CH:5]=[CH:6][CH:7]=1. The catalyst class is: 20. (3) Reactant: [CH3:1][O:2][C:3]1[CH:12]=[CH:11][CH:10]=[C:9]2[C:4]=1[CH:5]([C:15]1[CH:20]=[CH:19][CH:18]=[CH:17][CH:16]=1)[N:6]([CH3:14])[C:7](=[O:13])[NH:8]2.C1C(=O)N([Br:28])C(=O)C1. Product: [Br:28][C:12]1[C:3]([O:2][CH3:1])=[C:4]2[C:9](=[CH:10][CH:11]=1)[NH:8][C:7](=[O:13])[N:6]([CH3:14])[CH:5]2[C:15]1[CH:20]=[CH:19][CH:18]=[CH:17][CH:16]=1. The catalyst class is: 2. (4) Reactant: [CH3:1][C:2]1[N:3]=[CH:4][S:5][CH:6]=1.[C:7]1(=[O:12])[CH2:11][CH2:10][CH2:9][CH2:8]1.C([Li])CCC.[I:18]I. Product: [I:18][C:6]1[S:5][C:4]([C:7]2([OH:12])[CH2:11][CH2:10][CH2:9][CH2:8]2)=[N:3][C:2]=1[CH3:1]. The catalyst class is: 188. (5) Reactant: Cl[C:2]1[CH:7]=[C:6]([Cl:8])[N:5]=[C:4]([NH2:9])[N:3]=1.[Cl:10][C:11]1[C:16]([Cl:17])=[C:15]([Cl:18])[CH:14]=[CH:13][C:12]=1B(O)O.C(=O)([O-])[O-].[K+].[K+]. Product: [Cl:8][C:6]1[CH:7]=[C:2]([C:14]2[CH:13]=[CH:12][C:11]([Cl:10])=[C:16]([Cl:17])[C:15]=2[Cl:18])[N:3]=[C:4]([NH2:9])[N:5]=1. The catalyst class is: 38.